From a dataset of Full USPTO retrosynthesis dataset with 1.9M reactions from patents (1976-2016). Predict the reactants needed to synthesize the given product. (1) Given the product [S:8]1[CH:9]=[CH:10][CH:11]=[C:7]1[C:5](=[O:6])[C:4]([OH:12])=[O:3], predict the reactants needed to synthesize it. The reactants are: C([O:3][C:4](=[O:12])[C:5]([C:7]1[S:8][CH:9]=[CH:10][CH:11]=1)=[O:6])C.Cl. (2) The reactants are: [Cl:1][C:2]1[CH:7]=[C:6](Cl)[N:5]2[N:9]=[C:10]([C:12]3[O:13][CH:14]=[CH:15][CH:16]=3)[CH:11]=[C:4]2[N:3]=1.[NH:17]1[CH2:22][CH2:21][O:20][CH2:19][CH2:18]1. Given the product [Cl:1][C:2]1[CH:7]=[C:6]([N:17]2[CH2:22][CH2:21][O:20][CH2:19][CH2:18]2)[N:5]2[N:9]=[C:10]([C:12]3[O:13][CH:14]=[CH:15][CH:16]=3)[CH:11]=[C:4]2[N:3]=1, predict the reactants needed to synthesize it.